From a dataset of Forward reaction prediction with 1.9M reactions from USPTO patents (1976-2016). Predict the product of the given reaction. (1) Given the reactants [NH2:1][C:2]1[C:13]([CH3:14])=[CH:12][CH:11]=[CH:10][C:3]=1[C:4]([NH:6][CH2:7][C:8]#[N:9])=[O:5].[Cl:15][C:16]1[N:21]=[C:20](Cl)[C:19]([Cl:23])=[CH:18][N:17]=1.C(=O)([O-])[O-].[K+].[K+].CN(C)C=O.[Cl-].[NH4+], predict the reaction product. The product is: [C:8]([CH2:7][NH:6][C:4](=[O:5])[C:3]1[CH:10]=[CH:11][CH:12]=[C:13]([CH3:14])[C:2]=1[NH:1][C:18]1[C:19]([Cl:23])=[CH:20][N:21]=[C:16]([Cl:15])[N:17]=1)#[N:9]. (2) The product is: [OH:30][C:23]12[CH2:28][CH:27]3[CH2:26][CH:25]([CH2:29][CH:21]([CH:20]3[NH:19][C:13](=[O:15])[C:12]3[CH:16]=[CH:17][CH:18]=[C:10]([O:9][CH2:1][CH2:2][C:3]4[CH:4]=[CH:5][CH:6]=[CH:7][CH:8]=4)[CH:11]=3)[CH2:22]1)[CH2:24]2. Given the reactants [CH2:1]([O:9][C:10]1[CH:11]=[C:12]([CH:16]=[CH:17][CH:18]=1)[C:13]([OH:15])=O)[CH2:2][C:3]1[CH:8]=[CH:7][CH:6]=[CH:5][CH:4]=1.[NH2:19][CH:20]1[CH:27]2[CH2:28][C:23]3([OH:30])[CH2:24][CH:25]([CH2:29][CH:21]1[CH2:22]3)[CH2:26]2, predict the reaction product. (3) Given the reactants [CH:1]([C:3]1[CH:8]=[CH:7][C:6]([CH:9]=[CH:10][C:11]([O:13][CH3:14])=[O:12])=[CH:5][CH:4]=1)=O.[NH2:15][CH2:16][CH2:17][C:18]1[C:26]2[C:21](=[CH:22][CH:23]=[CH:24][CH:25]=2)[NH:20][CH:19]=1.[BH-](OC(C)=O)(OC(C)=O)OC(C)=O.[Na+].C([O-])([O-])=O.[K+].[K+], predict the reaction product. The product is: [NH:20]1[C:21]2[C:26](=[CH:25][CH:24]=[CH:23][CH:22]=2)[C:18]([CH2:17][CH2:16][NH:15][CH2:1][C:3]2[CH:8]=[CH:7][C:6]([CH:9]=[CH:10][C:11]([O:13][CH3:14])=[O:12])=[CH:5][CH:4]=2)=[CH:19]1. (4) The product is: [CH3:24][C:21]1[CH:22]=[CH:23][C:18]([S:15]([N:5]([C@H:6]([C:12]([OH:14])=[O:13])[CH2:7][CH2:8][CH2:9][CH2:10][NH:11][C:44]([C@@H:33]([NH:32][C:30]([O:29][C:25]([CH3:28])([CH3:27])[CH3:26])=[O:31])[CH2:34][CH:35]2[C:43]3[C:38](=[CH:39][CH:40]=[CH:41][CH:42]=3)[N:37]=[CH:36]2)=[O:45])[CH2:1][CH:2]([CH3:3])[CH3:4])(=[O:17])=[O:16])=[CH:19][CH:20]=1. Given the reactants [CH2:1]([N:5]([S:15]([C:18]1[CH:23]=[CH:22][C:21]([CH3:24])=[CH:20][CH:19]=1)(=[O:17])=[O:16])[C@H:6]([C:12]([OH:14])=[O:13])[CH2:7][CH2:8][CH2:9][CH2:10][NH2:11])[CH:2]([CH3:4])[CH3:3].[C:25]([O:29][C:30]([NH:32][C@H:33]([C:44](O)=[O:45])[CH2:34][C:35]1[C:43]2[C:38](=[CH:39][CH:40]=[CH:41][CH:42]=2)[NH:37][CH:36]=1)=[O:31])([CH3:28])([CH3:27])[CH3:26], predict the reaction product. (5) Given the reactants [O:1]([C:8]1[CH:15]=[CH:14][C:11]([CH2:12][NH2:13])=[CH:10][CH:9]=1)[C:2]1[CH:7]=[CH:6][CH:5]=[CH:4][CH:3]=1.Cl[CH2:17][C:18]1[CH:26]=[CH:25][C:21]([C:22](Cl)=[O:23])=[CH:20][CH:19]=1.[CH:27]1([C:33](Cl)=[O:34])[CH2:32][CH2:31][CH2:30][CH2:29][CH2:28]1.[NH2:36][C:37]1[CH:49]=[CH:48][C:40]2[O:41]C(C)(C)[O:43][C:44](=[O:45])[C:39]=2[CH:38]=1, predict the reaction product. The product is: [CH:27]1([C:33]([N:36]([CH2:17][C:18]2[CH:26]=[CH:25][C:21]([C:22]([NH:13][CH2:12][C:11]3[CH:10]=[CH:9][C:8]([O:1][C:2]4[CH:3]=[CH:4][CH:5]=[CH:6][CH:7]=4)=[CH:15][CH:14]=3)=[O:23])=[CH:20][CH:19]=2)[C:37]2[CH:49]=[CH:48][C:40]([OH:41])=[C:39]([CH:38]=2)[C:44]([OH:45])=[O:43])=[O:34])[CH2:32][CH2:31][CH2:30][CH2:29][CH2:28]1. (6) Given the reactants [CH:1]([C:4]1[N:5]=[C:6]([CH3:9])[S:7][CH:8]=1)([CH3:3])[CH3:2].OS(O)(=O)=O.[N+:15]([O-])(O)=O.[OH-].[Na+].O, predict the reaction product. The product is: [CH:1]([C:4]1[N:5]=[C:6]([CH3:9])[S:7][C:8]=1[NH2:15])([CH3:3])[CH3:2]. (7) Given the reactants [Cl:1][C:2]1[S:6][C:5]([C:7]2[O:11][N:10]=[C:9]([CH2:12][N:13]3[C:21]4[C:16](=[CH:17][CH:18]=[CH:19][CH:20]=4)[CH:15]=[C:14]3[C:22](O)=[O:23])[CH:8]=2)=[CH:4][CH:3]=1.[B-](F)(F)(F)F.CCOC(C(C#N)=NOC(N(C)C)=[N+](C)C)=O.[C:47]([O:51][C:52]([N:54]1[CH2:59][CH2:58][CH:57]([NH2:60])[CH2:56][CH2:55]1)=[O:53])([CH3:50])([CH3:49])[CH3:48], predict the reaction product. The product is: [C:47]([O:51][C:52]([N:54]1[CH2:59][CH2:58][CH:57]([NH:60][C:22]([C:14]2[N:13]([CH2:12][C:9]3[CH:8]=[C:7]([C:5]4[S:6][C:2]([Cl:1])=[CH:3][CH:4]=4)[O:11][N:10]=3)[C:21]3[C:16]([CH:15]=2)=[CH:17][CH:18]=[CH:19][CH:20]=3)=[O:23])[CH2:56][CH2:55]1)=[O:53])([CH3:50])([CH3:48])[CH3:49]. (8) Given the reactants [CH3:1][C:2]1[N:10]=[CH:9][CH:8]=[CH:7][C:3]=1[C:4]([NH2:6])=O.C(N(CC)CC)C.FC(F)(F)C(OC(=O)C(F)(F)F)=O.O, predict the reaction product. The product is: [C:4]([C:3]1[C:2]([CH3:1])=[N:10][CH:9]=[CH:8][CH:7]=1)#[N:6]. (9) Given the reactants N#N.Br[C:4]1[N:5]=[C:6]([C:9]([CH3:17])([CH3:16])[O:10][SiH2:11][C:12]([CH3:15])([CH3:14])[CH3:13])[S:7][CH:8]=1.[Li]CCCC.CN(C)[C:25](=[O:27])[CH3:26].[NH4+].[Cl-], predict the reaction product. The product is: [C:12]([SiH2:11][O:10][C:9]([CH3:17])([CH3:16])[C:6]1[S:7][CH:8]=[C:4]([C:25](=[O:27])[CH3:26])[N:5]=1)([CH3:15])([CH3:14])[CH3:13]. (10) Given the reactants [CH:1]1([C:4]([N:6]2[CH2:11][CH2:10][N:9]([C:12]([C:14]3[CH:19]=[CH:18][C:17]([CH:20]4[C:29](=O)[C:28]5[C:27]([C:31](OC)=[O:32])=[CH:26][CH:25]=[CH:24][C:23]=5[NH:22][CH:21]4[C:35]4[CH:40]=[CH:39][CH:38]=[CH:37][CH:36]=4)=[CH:16][CH:15]=3)=[O:13])[CH2:8][CH2:7]2)=O)[CH2:3][CH2:2]1.[OH2:41].[NH2:42][NH2:43], predict the reaction product. The product is: [CH:1]1([C:4]([N:6]2[CH2:7][CH2:8][N:9]([C:12]([C:14]3[CH:15]=[CH:16][C:17]([CH:20]4[C:29]5=[N:42][NH:43][C:31](=[O:32])[C:27]6[CH:26]=[CH:25][CH:24]=[C:23]([C:28]=65)[NH:22][CH:21]4[C:35]4[CH:36]=[CH:37][CH:38]=[CH:39][CH:40]=4)=[CH:18][CH:19]=3)=[O:13])[CH2:10][CH2:11]2)=[O:41])[CH2:2][CH2:3]1.